This data is from NCI-60 drug combinations with 297,098 pairs across 59 cell lines. The task is: Regression. Given two drug SMILES strings and cell line genomic features, predict the synergy score measuring deviation from expected non-interaction effect. (1) Drug 1: C1=CC(=CC=C1CCCC(=O)O)N(CCCl)CCCl. Drug 2: CN(CC1=CN=C2C(=N1)C(=NC(=N2)N)N)C3=CC=C(C=C3)C(=O)NC(CCC(=O)O)C(=O)O. Cell line: SNB-75. Synergy scores: CSS=27.4, Synergy_ZIP=-7.62, Synergy_Bliss=-0.274, Synergy_Loewe=-14.9, Synergy_HSA=0.235. (2) Drug 1: C1C(C(OC1N2C=NC3=C(N=C(N=C32)Cl)N)CO)O. Drug 2: C1C(C(OC1N2C=NC3=C2NC=NCC3O)CO)O. Cell line: SW-620. Synergy scores: CSS=53.7, Synergy_ZIP=-1.25, Synergy_Bliss=-2.58, Synergy_Loewe=-15.1, Synergy_HSA=-2.72. (3) Drug 1: CC1CCC2CC(C(=CC=CC=CC(CC(C(=O)C(C(C(=CC(C(=O)CC(OC(=O)C3CCCCN3C(=O)C(=O)C1(O2)O)C(C)CC4CCC(C(C4)OC)O)C)C)O)OC)C)C)C)OC. Drug 2: CC1=C(N=C(N=C1N)C(CC(=O)N)NCC(C(=O)N)N)C(=O)NC(C(C2=CN=CN2)OC3C(C(C(C(O3)CO)O)O)OC4C(C(C(C(O4)CO)O)OC(=O)N)O)C(=O)NC(C)C(C(C)C(=O)NC(C(C)O)C(=O)NCCC5=NC(=CS5)C6=NC(=CS6)C(=O)NCCC[S+](C)C)O. Cell line: HCT-15. Synergy scores: CSS=9.00, Synergy_ZIP=-2.98, Synergy_Bliss=-1.05, Synergy_Loewe=-5.58, Synergy_HSA=-2.60. (4) Drug 1: C1CCN(CC1)CCOC2=CC=C(C=C2)C(=O)C3=C(SC4=C3C=CC(=C4)O)C5=CC=C(C=C5)O. Drug 2: B(C(CC(C)C)NC(=O)C(CC1=CC=CC=C1)NC(=O)C2=NC=CN=C2)(O)O. Cell line: HT29. Synergy scores: CSS=6.27, Synergy_ZIP=1.72, Synergy_Bliss=5.06, Synergy_Loewe=-11.6, Synergy_HSA=-0.352. (5) Drug 1: C1=CC(=CC=C1CCC2=CNC3=C2C(=O)NC(=N3)N)C(=O)NC(CCC(=O)O)C(=O)O. Drug 2: C1=CC(=C2C(=C1NCCNCCO)C(=O)C3=C(C=CC(=C3C2=O)O)O)NCCNCCO. Cell line: OVCAR-4. Synergy scores: CSS=21.7, Synergy_ZIP=-14.4, Synergy_Bliss=-22.1, Synergy_Loewe=-19.2, Synergy_HSA=-17.5. (6) Drug 1: CS(=O)(=O)CCNCC1=CC=C(O1)C2=CC3=C(C=C2)N=CN=C3NC4=CC(=C(C=C4)OCC5=CC(=CC=C5)F)Cl. Drug 2: CCC1(C2=C(COC1=O)C(=O)N3CC4=CC5=C(C=CC(=C5CN(C)C)O)N=C4C3=C2)O.Cl. Cell line: ACHN. Synergy scores: CSS=39.8, Synergy_ZIP=-5.37, Synergy_Bliss=-6.06, Synergy_Loewe=-34.1, Synergy_HSA=-11.7.